From a dataset of Forward reaction prediction with 1.9M reactions from USPTO patents (1976-2016). Predict the product of the given reaction. (1) Given the reactants FC(F)(F)C(O)=O.O.[Cl:9][C:10]1[CH:11]=[C:12]2[C:17](=[CH:18][CH:19]=1)[CH:16]=[C:15]([S:20]([N:23]([CH2:30][CH:31](OCC)[O:32]CC)[CH2:24][C:25]([O:27][CH2:28][CH3:29])=[O:26])(=[O:22])=[O:21])[CH:14]=[CH:13]2.C(=O)([O-])O.[Na+], predict the reaction product. The product is: [Cl:9][C:10]1[CH:11]=[C:12]2[C:17](=[CH:18][CH:19]=1)[CH:16]=[C:15]([S:20]([N:23]([CH2:30][CH:31]=[O:32])[CH2:24][C:25]([O:27][CH2:28][CH3:29])=[O:26])(=[O:22])=[O:21])[CH:14]=[CH:13]2. (2) The product is: [CH3:1][O:2][C:3]([C:5]1[CH:10]=[N:9][C:8]([CH2:11][Br:19])=[CH:7][N:6]=1)=[O:4]. Given the reactants [CH3:1][O:2][C:3]([C:5]1[CH:10]=[N:9][C:8]([CH3:11])=[CH:7][N:6]=1)=[O:4].C1C(=O)N([Br:19])C(=O)C1.C(OOC(=O)C1C=CC=CC=1)(=O)C1C=CC=CC=1, predict the reaction product. (3) Given the reactants C([O:5][C:6](=[O:45])[CH2:7][O:8][C:9]1[CH:10]=[C:11]([C:15]2[N:20]=[C:19]([N:21](C(OC(C)(C)C)=O)[C:22]3[CH:23]=[C:24]4[C:28](=[CH:29][CH:30]=3)[N:27](C(OC(C)(C)C)=O)[N:26]=[CH:25]4)[CH:18]=[CH:17][N:16]=2)[CH:12]=[CH:13][CH:14]=1)(C)(C)C.C(O)(C(F)(F)F)=O, predict the reaction product. The product is: [NH:27]1[C:28]2[C:24](=[CH:23][C:22]([NH:21][C:19]3[CH:18]=[CH:17][N:16]=[C:15]([C:11]4[CH:10]=[C:9]([CH:14]=[CH:13][CH:12]=4)[O:8][CH2:7][C:6]([OH:45])=[O:5])[N:20]=3)=[CH:30][CH:29]=2)[CH:25]=[N:26]1. (4) Given the reactants [NH2:1][C@@H:2]1[CH2:7][CH2:6][C@H:5]([N:8]2[C:13](=[O:14])[C:12]3[CH:15]=[C:16]([F:19])[CH:17]=[N:18][C:11]=3[N:10]([C:20]3[CH:21]=[C:22]([C:26]4[CH:31]=[CH:30][C:29]([CH2:32][N:33]5[CH2:39][CH2:38][CH2:37][N:36]([CH3:40])[CH2:35][CH2:34]5)=[CH:28][CH:27]=4)[CH:23]=[CH:24][CH:25]=3)[C:9]2=[O:41])[CH2:4][CH2:3]1.[CH3:42][N:43]([CH3:48])[CH2:44][C:45](O)=[O:46].C(N(CC)CC)C.CCCP1(OP(CCC)(=O)OP(CCC)(=O)O1)=O.C(=O)([O-])O.[Na+], predict the reaction product. The product is: [F:19][C:16]1[CH:17]=[N:18][C:11]2[N:10]([C:20]3[CH:21]=[C:22]([C:26]4[CH:27]=[CH:28][C:29]([CH2:32][N:33]5[CH2:39][CH2:38][CH2:37][N:36]([CH3:40])[CH2:35][CH2:34]5)=[CH:30][CH:31]=4)[CH:23]=[CH:24][CH:25]=3)[C:9](=[O:41])[N:8]([C@@H:5]3[CH2:6][CH2:7][C@H:2]([NH:1][C:45](=[O:46])[CH2:44][N:43]([CH3:48])[CH3:42])[CH2:3][CH2:4]3)[C:13](=[O:14])[C:12]=2[CH:15]=1. (5) Given the reactants [NH2:1][C:2]1[CH:7]=[CH:6][CH:5]=[CH:4][C:3]=1[NH:8][C:9]1[C:10]([CH3:19])=[C:11]([CH:16]=[CH:17][CH:18]=1)[C:12]([O:14][CH3:15])=[O:13].[C:20](Cl)(=O)[CH2:21][CH3:22], predict the reaction product. The product is: [CH2:21]([C:22]1[N:8]([C:9]2[C:10]([CH3:19])=[C:11]([CH:16]=[CH:17][CH:18]=2)[C:12]([O:14][CH3:15])=[O:13])[C:3]2[CH:4]=[CH:5][CH:6]=[CH:7][C:2]=2[N:1]=1)[CH3:20].